This data is from Catalyst prediction with 721,799 reactions and 888 catalyst types from USPTO. The task is: Predict which catalyst facilitates the given reaction. (1) Reactant: [CH3:1][C:2]1[CH:7]=[CH:6][CH:5]=[C:4]([CH3:8])[C:3]=1[N:9]1[C:13](=[O:14])[CH2:12][C@:11]([CH:18]([CH3:20])[CH3:19])([C:15](O)=[O:16])[CH2:10]1.CS(Cl)(=O)=O.C(N(C(C)C)CC)(C)C.[CH:35]([O:38][C:39]1[CH:40]=[C:41]([NH2:49])[CH:42]=[C:43]([C:45]([F:48])([F:47])[F:46])[CH:44]=1)([CH3:37])[CH3:36]. Product: [CH3:1][C:2]1[CH:7]=[CH:6][CH:5]=[C:4]([CH3:8])[C:3]=1[N:9]1[C:13](=[O:14])[CH2:12][C@:11]([CH:18]([CH3:19])[CH3:20])([C:15]([NH:49][C:41]2[CH:42]=[C:43]([C:45]([F:47])([F:48])[F:46])[CH:44]=[C:39]([O:38][CH:35]([CH3:37])[CH3:36])[CH:40]=2)=[O:16])[CH2:10]1. The catalyst class is: 1. (2) Reactant: [C:1]([C:3]1[C:34]([C:35]2[CH:36]=[N:37][N:38]([CH3:40])[CH:39]=2)=[CH:33][C:6]2[O:7][CH2:8][CH2:9][N:10]([C:11]3[C:15]4[CH2:16][N:17](C(OC(C)(C)C)=O)[CH2:18][CH2:19][C:14]=4[N:13]([CH:27]4[CH2:32][CH2:31][O:30][CH2:29][CH2:28]4)[N:12]=3)[C:5]=2[CH:4]=1)#[N:2].FC(F)(F)C(O)=O. The catalyst class is: 2. Product: [CH3:40][N:38]1[CH:39]=[C:35]([C:34]2[C:3]([C:1]#[N:2])=[CH:4][C:5]3[N:10]([C:11]4[C:15]5[CH2:16][NH:17][CH2:18][CH2:19][C:14]=5[N:13]([CH:27]5[CH2:28][CH2:29][O:30][CH2:31][CH2:32]5)[N:12]=4)[CH2:9][CH2:8][O:7][C:6]=3[CH:33]=2)[CH:36]=[N:37]1. (3) Reactant: Cl[C:2]1[N:7]=[C:6]([NH:8][C:9]2[CH:14]=[CH:13][C:12]([O:15][CH3:16])=[CH:11][CH:10]=2)[C:5]([N+:17]([O-:19])=[O:18])=[CH:4][N:3]=1.[CH3:20][N:21]1[CH:25]=[CH:24][C:23]([NH2:26])=[N:22]1.C(N(C(C)C)C(C)C)C.O. Product: [CH3:16][O:15][C:12]1[CH:13]=[CH:14][C:9]([NH:8][C:6]2[C:5]([N+:17]([O-:19])=[O:18])=[CH:4][N:3]=[C:2]([NH:26][C:23]3[CH:24]=[CH:25][N:21]([CH3:20])[N:22]=3)[N:7]=2)=[CH:10][CH:11]=1. The catalyst class is: 12.